From a dataset of Forward reaction prediction with 1.9M reactions from USPTO patents (1976-2016). Predict the product of the given reaction. (1) Given the reactants [CH3:1][C@@:2]([S:21]([CH3:24])(=[O:23])=[O:22])([CH2:13][CH2:14][N:15]1[CH:19]=[C:18]([CH3:20])[CH:17]=[N:16]1)[C:3]([NH:5][O:6]C1CCCCO1)=[O:4].Cl, predict the reaction product. The product is: [OH:6][NH:5][C:3](=[O:4])[C@:2]([CH3:1])([S:21]([CH3:24])(=[O:23])=[O:22])[CH2:13][CH2:14][N:15]1[CH:19]=[C:18]([CH3:20])[CH:17]=[N:16]1. (2) Given the reactants [N:1]1([CH2:7][C:8]2[CH:9]=[C:10]([C:14]3[CH:19]=[CH:18][N:17]=[C:16]4[N:20]=[C:21]([C:23]5[CH:32]=[CH:31][C:26]([C:27]([O:29]C)=[O:28])=[CH:25][CH:24]=5)[NH:22][C:15]=34)[CH:11]=[CH:12][CH:13]=2)[CH2:6][CH2:5][O:4][CH2:3][CH2:2]1, predict the reaction product. The product is: [N:1]1([CH2:7][C:8]2[CH:9]=[C:10]([C:14]3[CH:19]=[CH:18][N:17]=[C:16]4[N:20]=[C:21]([C:23]5[CH:32]=[CH:31][C:26]([C:27]([OH:29])=[O:28])=[CH:25][CH:24]=5)[NH:22][C:15]=34)[CH:11]=[CH:12][CH:13]=2)[CH2:6][CH2:5][O:4][CH2:3][CH2:2]1. (3) The product is: [Cl:49][C:50]1[CH:61]=[CH:60][C:53]2[NH:54][C:55]([CH:57]([NH:59][C:5](=[O:7])[C:4]3[CH:8]=[CH:9][C:10]([C:11]([N:13]4[CH2:17][CH:16]=[CH:15][CH2:14]4)=[O:12])=[C:2]([CH3:1])[CH:3]=3)[CH3:58])=[N:56][C:52]=2[CH:51]=1. Given the reactants [CH3:1][C:2]1[CH:3]=[C:4]([CH:8]=[CH:9][C:10]=1[C:11]([N:13]1[CH2:17][CH:16]=[CH:15][CH2:14]1)=[O:12])[C:5]([OH:7])=O.CN(C(ON1N=NC2C=CC=CC1=2)=[N+](C)C)C.[B-](F)(F)(F)F.C(N(C(C)C)CC)(C)C.[Cl:49][C:50]1[CH:61]=[CH:60][C:53]2[NH:54][C:55]([CH:57]([NH2:59])[CH3:58])=[N:56][C:52]=2[CH:51]=1, predict the reaction product. (4) Given the reactants [CH:1]([NH:4][C:5]([CH:7]1[C:15]2[C:10](=[CH:11][C:12]([Cl:35])=[C:13]([NH:16][C:17]([C:19]3[N:20]([C:28]4[C:33]([Cl:34])=[CH:32][CH:31]=[CH:30][N:29]=4)[N:21]=[C:22]([C:24]([F:27])([F:26])[F:25])[CH:23]=3)=[O:18])[CH:14]=2)[CH2:9][CH:8]1[OH:36])=[O:6])([CH3:3])[CH3:2].[Cr](Cl)([O-])(=O)=O.[NH+]1C=CC=CC=1.O, predict the reaction product. The product is: [CH:1]([NH:4][C:5]([CH:7]1[C:15]2[C:10](=[CH:11][C:12]([Cl:35])=[C:13]([NH:16][C:17]([C:19]3[N:20]([C:28]4[C:33]([Cl:34])=[CH:32][CH:31]=[CH:30][N:29]=4)[N:21]=[C:22]([C:24]([F:27])([F:25])[F:26])[CH:23]=3)=[O:18])[CH:14]=2)[CH2:9][C:8]1=[O:36])=[O:6])([CH3:3])[CH3:2]. (5) Given the reactants [O:1]1[CH2:6][CH2:5][CH:4]([C:7]2[CH:8]=[C:9]([NH2:12])[NH:10][N:11]=2)[CH2:3][CH2:2]1.[Br:13][CH:14]([CH:17]=O)[CH:15]=O, predict the reaction product. The product is: [Br:13][C:14]1[CH:15]=[N:12][C:9]2[N:10]([N:11]=[C:7]([CH:4]3[CH2:3][CH2:2][O:1][CH2:6][CH2:5]3)[CH:8]=2)[CH:17]=1. (6) Given the reactants [N:1]1([CH2:7][CH2:8][NH2:9])[CH2:6][CH2:5][O:4][CH2:3][CH2:2]1.Cl[C:11]1[N:16]=[CH:15][C:14]2[C:17](=[C:22]3[C:30]4[C:25](=[CH:26][CH:27]=[C:28]([F:31])[CH:29]=4)[NH:24][C:23]3=[O:32])[O:18][CH:19]([CH2:20][CH3:21])[C:13]=2[C:12]=1[Cl:33].O1CCOC[CH2:35]1, predict the reaction product. The product is: [Cl:33][C:12]1[C:13]2[CH:19]([CH2:20][CH2:21][CH3:35])[O:18][C:17](=[C:22]3[C:30]4[C:25](=[CH:26][CH:27]=[C:28]([F:31])[CH:29]=4)[NH:24][C:23]3=[O:32])[C:14]=2[CH:15]=[N:16][C:11]=1[NH:9][CH2:8][CH2:7][N:1]1[CH2:6][CH2:5][O:4][CH2:3][CH2:2]1. (7) Given the reactants [N+:1]([C:4]1[CH:9]=[CH:8][C:7]([C:10]2[N:15]=[C:14]3[N:16]([CH2:19][C:20]([F:23])([F:22])[F:21])[N:17]=[CH:18][C:13]3=[C:12]([N:24]3[CH2:29][C@@H:28]4[CH2:30][C@H:25]3[CH2:26][O:27]4)[N:11]=2)=[CH:6][CH:5]=1)([O-])=O, predict the reaction product. The product is: [C@H:28]12[CH2:30][C@H:25]([N:24]([C:12]3[N:11]=[C:10]([C:7]4[CH:6]=[CH:5][C:4]([NH2:1])=[CH:9][CH:8]=4)[N:15]=[C:14]4[N:16]([CH2:19][C:20]([F:22])([F:23])[F:21])[N:17]=[CH:18][C:13]=34)[CH2:29]1)[CH2:26][O:27]2.